Dataset: Full USPTO retrosynthesis dataset with 1.9M reactions from patents (1976-2016). Task: Predict the reactants needed to synthesize the given product. (1) Given the product [F:12][C:9]1[CH:10]=[CH:11][C:6]([C:5]2[N:15]([CH3:14])[NH:16][C:3](=[O:2])[CH:4]=2)=[CH:7][CH:8]=1, predict the reactants needed to synthesize it. The reactants are: C[O:2][C:3](=O)[C:4]#[C:5][C:6]1[CH:11]=[CH:10][C:9]([F:12])=[CH:8][CH:7]=1.[CH3:14][NH:15][NH2:16]. (2) Given the product [F:1][C:2]([F:23])([F:24])[C:3]1[CH:22]=[CH:21][CH:20]=[CH:19][C:4]=1[CH2:5][O:6][CH:7]1[CH2:8][N:9]([C:11]2[S:12][C:13]([C:16]([NH2:26])=[O:18])=[CH:14][N:15]=2)[CH2:10]1, predict the reactants needed to synthesize it. The reactants are: [F:1][C:2]([F:24])([F:23])[C:3]1[CH:22]=[CH:21][CH:20]=[CH:19][C:4]=1[CH2:5][O:6][CH:7]1[CH2:10][N:9]([C:11]2[S:12][C:13]([C:16]([OH:18])=O)=[CH:14][N:15]=2)[CH2:8]1.C[N:26](C(ON1N=NC2C=CC=NC1=2)=[N+](C)C)C.F[P-](F)(F)(F)(F)F.[Cl-].[NH4+].C(N(CC)C(C)C)(C)C. (3) Given the product [CH3:1][O:2][C:3]1[CH:8]=[CH:7][C:6]([C:9]2[CH:10]=[C:11]3[C:16]4=[C:17]([C:19]5[CH2:24][NH:23][CH2:22][CH2:21][C:20]=5[N:15]4[CH2:14][CH2:13][CH2:12]3)[CH:18]=2)=[C:5]([C:32]([F:35])([F:33])[F:34])[CH:4]=1, predict the reactants needed to synthesize it. The reactants are: [CH3:1][O:2][C:3]1[CH:8]=[CH:7][C:6]([C:9]2[CH:10]=[C:11]3[C:16]4=[C:17]([CH:19]5[CH2:24][N:23](C(OC(C)(C)C)=O)[CH2:22][CH2:21][CH:20]5[N:15]4[CH2:14][CH2:13][CH2:12]3)[CH:18]=2)=[C:5]([C:32]([F:35])([F:34])[F:33])[CH:4]=1. (4) Given the product [C:1]([O:5][C:6]([N:8]1[CH2:13][CH2:12][N:11]2[C:14]([CH2:17][CH3:18])=[N:15][C:16]([Cl:33])=[C:10]2[CH:9]1[CH2:19][CH2:20][C:21]1[CH:26]=[C:25]([F:27])[C:24]([C:28]([F:30])([F:31])[F:29])=[CH:23][C:22]=1[F:32])=[O:7])([CH3:2])([CH3:3])[CH3:4], predict the reactants needed to synthesize it. The reactants are: [C:1]([O:5][C:6]([N:8]1[CH2:13][CH2:12][N:11]2[C:14]([CH2:17][CH3:18])=[N:15][CH:16]=[C:10]2[CH:9]1[CH2:19][CH2:20][C:21]1[CH:26]=[C:25]([F:27])[C:24]([C:28]([F:31])([F:30])[F:29])=[CH:23][C:22]=1[F:32])=[O:7])([CH3:4])([CH3:3])[CH3:2].[Cl:33]N1C(=O)CCC1=O.